The task is: Predict the reactants needed to synthesize the given product.. This data is from Full USPTO retrosynthesis dataset with 1.9M reactions from patents (1976-2016). Given the product [Cl:19][C:14]1[CH:15]=[CH:16][CH:17]=[CH:18][C:13]=1[S:10]([C@H:8]1[CH2:7][N:6]([C:20]2[N:24]([CH2:25][CH2:26][CH2:27][C:28]3[CH:29]=[CH:30][CH:31]=[CH:32][CH:33]=3)[N:23]=[C:22]([CH3:34])[CH:21]=2)[C@H:5]([C:3]([OH:4])=[O:2])[CH2:9]1)(=[O:12])=[O:11], predict the reactants needed to synthesize it. The reactants are: C[O:2][C:3]([C@@H:5]1[CH2:9][C@@H:8]([S:10]([C:13]2[CH:18]=[CH:17][CH:16]=[CH:15][C:14]=2[Cl:19])(=[O:12])=[O:11])[CH2:7][N:6]1[C:20]1[N:24]([CH2:25][CH2:26][CH2:27][C:28]2[CH:33]=[CH:32][CH:31]=[CH:30][CH:29]=2)[N:23]=[C:22]([CH3:34])[CH:21]=1)=[O:4].[OH-].[Li+].